This data is from Peptide-MHC class I binding affinity with 185,985 pairs from IEDB/IMGT. The task is: Regression. Given a peptide amino acid sequence and an MHC pseudo amino acid sequence, predict their binding affinity value. This is MHC class I binding data. (1) The peptide sequence is MRIPVERTL. The MHC is HLA-B40:01 with pseudo-sequence HLA-B40:01. The binding affinity (normalized) is 0.0847. (2) The peptide sequence is RRYTRRISL. The MHC is HLA-C06:02 with pseudo-sequence HLA-C06:02. The binding affinity (normalized) is 0.763. (3) The peptide sequence is CHRILTYGKY. The MHC is Mamu-B17 with pseudo-sequence Mamu-B17. The binding affinity (normalized) is 0.426.